Dataset: Full USPTO retrosynthesis dataset with 1.9M reactions from patents (1976-2016). Task: Predict the reactants needed to synthesize the given product. (1) Given the product [CH3:12][C:13]1([CH3:40])[O:17][N:16]=[C:15]([S:18]([CH:19]([C:24]2[C:25]([C:36]([F:39])([F:37])[F:38])=[N:26][N:27]([CH3:35])[C:28]=2[O:29][CH2:30][C:31]([F:32])([F:33])[F:34])[C:20]([F:23])([F:22])[F:21])=[O:6])[CH2:14]1, predict the reactants needed to synthesize it. The reactants are: ClC1C=C(C=CC=1)C(OO)=[O:6].[CH3:12][C:13]1([CH3:40])[O:17][N:16]=[C:15]([S:18][CH:19]([C:24]2[C:25]([C:36]([F:39])([F:38])[F:37])=[N:26][N:27]([CH3:35])[C:28]=2[O:29][CH2:30][C:31]([F:34])([F:33])[F:32])[C:20]([F:23])([F:22])[F:21])[CH2:14]1. (2) Given the product [Cl:1][C:2]1[CH:3]=[C:4]([NH:17][C:18]2[C:27]3[C:22](=[CH:23][CH:24]=[C:25]([N:28]=[C:29]4[N:44]([CH2:43][C:42]([F:50])([F:51])[F:41])[CH2:45][CH:46]([CH2:47][OH:48])[O:49]4)[CH:26]=3)[N:21]=[CH:20][N:19]=2)[CH:5]=[CH:6][C:7]=1[O:8][CH2:9][C:10]1[CH:15]=[CH:14][CH:13]=[C:12]([F:16])[CH:11]=1, predict the reactants needed to synthesize it. The reactants are: [Cl:1][C:2]1[CH:3]=[C:4]([NH:17][C:18]2[C:27]3[C:22](=[CH:23][CH:24]=[C:25]([NH2:28])[CH:26]=3)[N:21]=[CH:20][N:19]=2)[CH:5]=[CH:6][C:7]=1[O:8][CH2:9][C:10]1[CH:15]=[CH:14][CH:13]=[C:12]([F:16])[CH:11]=1.[CH:29]1N=CN(C(N2C=NC=C2)=S)C=1.[F:41][C:42]([F:51])([F:50])[CH2:43][NH:44][CH2:45][CH:46]([OH:49])[CH2:47][OH:48].CCN=C=NCCCN(C)C.NC(N)=S. (3) Given the product [CH3:1][O:2][CH2:3][CH2:4][N:12]1[CH2:13][CH2:14][N:9]([C:15]2[S:16][CH:17]=[C:18]([C:20]3[CH:21]=[CH:22][C:23]([C:24]([OH:26])=[O:25])=[CH:27][CH:28]=3)[N:19]=2)[CH2:10][CH2:11]1, predict the reactants needed to synthesize it. The reactants are: [CH3:1][O:2][C:3](OC)(OC)[CH3:4].[N:9]1([C:15]2[S:16][CH:17]=[C:18]([C:20]3[CH:28]=[CH:27][C:23]([C:24]([OH:26])=[O:25])=[CH:22][CH:21]=3)[N:19]=2)[CH2:14][CH2:13][NH:12][CH2:11][CH2:10]1.C([BH3-])#N.[Na+].